From a dataset of Reaction yield outcomes from USPTO patents with 853,638 reactions. Predict the reaction yield, written as a fraction of the theoretical maximum amount of product (1.0 means a 100% yield; for example, 0.34 means a 34% yield). (1) The reactants are [CH2:1]([N:3]1[C:7]([C:8]2[CH:13]=[CH:12][C:11]([F:14])=[CH:10][CH:9]=2)=[CH:6][CH:5]=[N:4]1)[CH3:2].[Br:15]N1C(=O)CCC1=O. The catalyst is CN(C)C=O. The product is [Br:15][C:6]1[CH:5]=[N:4][N:3]([CH2:1][CH3:2])[C:7]=1[C:8]1[CH:13]=[CH:12][C:11]([F:14])=[CH:10][CH:9]=1. The yield is 0.980. (2) The reactants are [Cl:1][C:2]1[CH:3]=[C:4]([CH:8]=[CH:9][CH:10]=1)[C:5]([OH:7])=O.Cl.[CH3:12][O:13][C:14](=[O:19])[C@H:15]([CH2:17][OH:18])[NH2:16].C1C=CC2N(O)N=NC=2C=1.CN1CCOCC1.CCN=C=NCCCN(C)C. The catalyst is CN(C=O)C.C(OCC)(=O)C. The product is [CH3:12][O:13][C:14](=[O:19])[CH:15]([NH:16][C:5](=[O:7])[C:4]1[CH:8]=[CH:9][CH:10]=[C:2]([Cl:1])[CH:3]=1)[CH2:17][OH:18]. The yield is 0.930.